Dataset: Reaction yield outcomes from USPTO patents with 853,638 reactions. Task: Predict the reaction yield, written as a fraction of the theoretical maximum amount of product (1.0 means a 100% yield; for example, 0.34 means a 34% yield). (1) The reactants are [OH:1][C:2]1[CH:3]=[C:4]([C@@H:8]([NH:10][C:11](=[O:17])[O:12][C:13]([CH3:16])([CH3:15])[CH3:14])[CH3:9])[CH:5]=[CH:6][CH:7]=1.[CH:18]1(O)[CH2:23][CH2:22][CH2:21][CH2:20][CH2:19]1.C1C=CC(P(C2C=CC=CC=2)C2C=CC=CC=2)=CC=1.CCOC(/N=N/C(OCC)=O)=O. The catalyst is C1COCC1. The product is [CH:18]1([O:1][C:2]2[CH:3]=[C:4]([C@@H:8]([NH:10][C:11](=[O:17])[O:12][C:13]([CH3:16])([CH3:15])[CH3:14])[CH3:9])[CH:5]=[CH:6][CH:7]=2)[CH2:23][CH2:22][CH2:21][CH2:20][CH2:19]1. The yield is 0.550. (2) The reactants are [NH2:1][C:2]1[CH:3]=[CH:4][C:5]([N:8]2[CH:12]=[C:11]([CH2:13][CH2:14][CH2:15][O:16][C:17]3[C:22]([O:23][CH3:24])=[CH:21][CH:20]=[CH:19][C:18]=3[CH2:25][C:26]([O:28]C)=[O:27])[C:10]([CH:30]([CH3:32])[CH3:31])=[N:9]2)=[N:6][CH:7]=1.CN(C)C=O.[C:38](Cl)(=[O:41])[CH2:39][CH3:40]. The catalyst is O. The product is [CH3:24][O:23][C:22]1[C:17]([O:16][CH2:15][CH2:14][CH2:13][C:11]2[C:10]([CH:30]([CH3:32])[CH3:31])=[N:9][N:8]([C:5]3[CH:4]=[CH:3][C:2]([NH:1][C:38](=[O:41])[CH2:39][CH3:40])=[CH:7][N:6]=3)[CH:12]=2)=[C:18]([CH2:25][C:26]([OH:28])=[O:27])[CH:19]=[CH:20][CH:21]=1. The yield is 0.780. (3) The catalyst is O1CCCC1.CN1CCCN(C)C1=O. The yield is 0.581. The reactants are C(NC(C)C)(C)C.C([Li])CCC.[CH3:13][O:14][C:15](=[O:26])[CH2:16][C:17]1[CH:22]=[CH:21][C:20]([S:23][CH3:24])=[C:19]([Cl:25])[CH:18]=1.I[CH2:28][CH:29]1[CH2:33][CH2:32][CH2:31][CH2:30]1. The product is [CH3:13][O:14][C:15](=[O:26])[CH:16]([C:17]1[CH:22]=[CH:21][C:20]([S:23][CH3:24])=[C:19]([Cl:25])[CH:18]=1)[CH2:28][CH:29]1[CH2:33][CH2:32][CH2:31][CH2:30]1. (4) The product is [ClH:31].[CH2:1]([O:8][C:9]([C:11]1[C:19]2[C:14](=[CH:15][CH:16]=[C:17]([CH2:20][CH2:21][NH2:22])[CH:18]=2)[NH:13][C:12]=1[CH3:30])=[O:10])[C:2]1[CH:3]=[CH:4][CH:5]=[CH:6][CH:7]=1. The catalyst is O1CCOCC1. The yield is 0.890. The reactants are [CH2:1]([O:8][C:9]([C:11]1[C:19]2[C:14](=[CH:15][CH:16]=[C:17]([CH2:20][CH2:21][NH:22]C(OC(C)(C)C)=O)[CH:18]=2)[NH:13][C:12]=1[CH3:30])=[O:10])[C:2]1[CH:7]=[CH:6][CH:5]=[CH:4][CH:3]=1.[ClH:31]. (5) The reactants are [Cl:1][C:2]1[O:6][C:5]([C:7]([O:9]C)=[O:8])=[CH:4][C:3]=1[C:11]1[N:15]([CH3:16])[N:14]=[CH:13][C:12]=1[Cl:17].[OH-].[Na+]. The catalyst is O1CCCC1. The product is [Cl:1][C:2]1[O:6][C:5]([C:7]([OH:9])=[O:8])=[CH:4][C:3]=1[C:11]1[N:15]([CH3:16])[N:14]=[CH:13][C:12]=1[Cl:17]. The yield is 0.940. (6) The reactants are Cl[C:2]1[N:7]=[C:6]([NH:8][CH:9]2[CH2:13][CH2:12][CH2:11][CH2:10]2)[CH:5]=[C:4]([C:14]2[CH:19]=[CH:18][CH:17]=[CH:16][CH:15]=2)[N:3]=1.[NH2:20][C:21]1[CH:26]=[CH:25][C:24]([C:27]2([C:31]#[N:32])[CH2:30][CH2:29][CH2:28]2)=[CH:23][CH:22]=1.[N+](C1C=CC(CC#N)=CC=1)([O-])=O. The catalyst is C(O)CCC.O. The product is [CH:9]1([NH:8][C:6]2[CH:5]=[C:4]([C:14]3[CH:19]=[CH:18][CH:17]=[CH:16][CH:15]=3)[N:3]=[C:2]([NH:20][C:21]3[CH:22]=[CH:23][C:24]([C:27]4([C:31]#[N:32])[CH2:30][CH2:29][CH2:28]4)=[CH:25][CH:26]=3)[N:7]=2)[CH2:13][CH2:12][CH2:11][CH2:10]1. The yield is 0.900. (7) The reactants are [NH2:1][C:2]1[N:10]=[CH:9][CH:8]=[CH:7][C:3]=1[C:4]([OH:6])=O.[O:11]([C:18]1[S:22][C:21]([CH2:23][NH2:24])=[CH:20][CH:19]=1)[C:12]1[CH:17]=[CH:16][CH:15]=[CH:14][CH:13]=1.F[P-](F)(F)(F)(F)F.N1(O[P+](N(C)C)(N(C)C)N(C)C)C2C=CC=CC=2N=N1.C(N(CC)CC)C. The catalyst is CN(C)C=O.O. The product is [NH2:1][C:2]1[N:10]=[CH:9][CH:8]=[CH:7][C:3]=1[C:4]([NH:24][CH2:23][C:21]1[S:22][C:18]([O:11][C:12]2[CH:13]=[CH:14][CH:15]=[CH:16][CH:17]=2)=[CH:19][CH:20]=1)=[O:6]. The yield is 0.650. (8) The reactants are O[C@@H:2]1[CH2:7][CH2:6][C@H:5]([C:8]([O:10][CH3:11])=[O:9])[CH2:4][CH2:3]1.[Cl:12][C:13]1[CH:18]=[CH:17][C:16]([SH:19])=[CH:15][CH:14]=1.C(C=P(CCCC)(CCCC)CCCC)#N. The catalyst is C1(C)C=CC=CC=1. The product is [Cl:12][C:13]1[CH:18]=[CH:17][C:16]([S:19][C@H:2]2[CH2:7][CH2:6][C@H:5]([C:8]([O:10][CH3:11])=[O:9])[CH2:4][CH2:3]2)=[CH:15][CH:14]=1. The yield is 0.260. (9) The reactants are [F:1][CH2:2][CH2:3][N:4]([CH3:12])[C:5]1[CH:10]=[CH:9][N:8]=[C:7]([NH2:11])[CH:6]=1.Br[CH2:14][C:15]([C:17]1[CH:18]=[C:19]([CH3:23])[CH:20]=[CH:21][CH:22]=1)=O. No catalyst specified. The product is [F:1][CH2:2][CH2:3][N:4]([CH3:12])[C:5]1[CH:10]=[CH:9][N:8]2[CH:14]=[C:15]([C:17]3[CH:18]=[C:19]([CH3:23])[CH:20]=[CH:21][CH:22]=3)[N:11]=[C:7]2[CH:6]=1. The yield is 0.450. (10) The yield is 0.557. The catalyst is C(O)C. The reactants are [C:1]([C:4]1[C:9]([C:10]2[CH:15]=[CH:14][CH:13]=[CH:12][CH:11]=2)=[N:8][N:7]([CH2:16][CH3:17])[C:6](=[O:18])[C:5]=1[N+:19]([O-])=O)(=[O:3])[CH3:2].N[C:23]1[CH:27]=[CH:26][NH:25][N:24]=1. The product is [C:1]([C:4]1[C:9]([C:10]2[CH:15]=[CH:14][CH:13]=[CH:12][CH:11]=2)=[N:8][N:7]([CH2:16][CH3:17])[C:6](=[O:18])[C:5]=1[NH:19][C:23]1[CH:27]=[CH:26][NH:25][N:24]=1)(=[O:3])[CH3:2].